The task is: Predict the reactants needed to synthesize the given product.. This data is from Full USPTO retrosynthesis dataset with 1.9M reactions from patents (1976-2016). (1) Given the product [NH2:75][CH2:74][CH2:73][CH2:72][NH:71][C:69]([C:67]1[CH:66]=[CH:65][C:60]2[NH:61][C:62](=[O:64])[CH2:63][C:57]3[CH:56]=[N:55][C:54]([NH:53][C:47]4[CH:48]=[CH:49][C:50]([O:51][CH3:52])=[C:45]([O:44][CH3:43])[CH:46]=4)=[N:79][C:58]=3[C:59]=2[CH:68]=1)=[O:70], predict the reactants needed to synthesize it. The reactants are: COC1C=C(NC2N=CC3CC(=O)NC4C=CC(C(O)=O)=CC=4C=3N=2)C=CC=1OC.C(OC(=O)NCCCN)(C)(C)C.[CH3:43][O:44][C:45]1[CH:46]=[C:47]([NH:53][C:54]2[N:55]=[CH:56][C:57]3[CH2:63][C:62](=[O:64])[NH:61][C:60]4[CH:65]=[CH:66][C:67]([C:69]([NH:71][CH2:72][CH2:73][CH2:74][NH:75]C(=O)O)=[O:70])=[CH:68][C:59]=4[C:58]=3[N:79]=2)[CH:48]=[CH:49][C:50]=1[O:51][CH3:52]. (2) Given the product [CH2:1]([O:3][CH2:4][C:5]1[C:14]2[C:9](=[CH:10][CH:11]=[CH:12][CH:13]=2)[C:8]([C:15]([NH:17][C:18]2[C:19]([C:24]([NH:26][CH2:27][CH:28]3[CH2:33][CH2:32][CH2:31][CH2:30][NH:29]3)=[O:25])=[N:20][CH:21]=[CH:22][CH:23]=2)=[O:16])=[CH:7][CH:6]=1)[CH3:2].[C:41]([OH:47])([C:43]([F:46])([F:45])[F:44])=[O:42], predict the reactants needed to synthesize it. The reactants are: [CH2:1]([O:3][CH2:4][C:5]1[C:14]2[C:9](=[CH:10][CH:11]=[CH:12][CH:13]=2)[C:8]([C:15]([NH:17][C:18]2[C:19]([C:24]([NH:26][CH2:27][CH:28]3[CH2:33][CH2:32][CH2:31][CH2:30][N:29]3C(OC(C)(C)C)=O)=[O:25])=[N:20][CH:21]=[CH:22][CH:23]=2)=[O:16])=[CH:7][CH:6]=1)[CH3:2].[C:41]([OH:47])([C:43]([F:46])([F:45])[F:44])=[O:42]. (3) Given the product [CH2:1]([O:15][C:16]1[CH:23]=[CH:22][C:21]([Br:24])=[CH:20][C:17]=1[CH:18]=[O:19])[C:2]1[CH:7]=[CH:6][CH:5]=[CH:4][CH:3]=1, predict the reactants needed to synthesize it. The reactants are: [CH2:1](Br)[C:2]1[CH:7]=[CH:6][CH:5]=[CH:4][CH:3]=1.C(=O)([O-])[O-].[Cs+].[Cs+].[OH:15][C:16]1[CH:23]=[CH:22][C:21]([Br:24])=[CH:20][C:17]=1[CH:18]=[O:19]. (4) Given the product [F:26][C:10]1[CH:11]=[C:12]([N:15]2[CH2:19][C@H:18]([CH2:20][NH:21][C:22](=[O:24])[CH3:23])[O:17][C:16]2=[O:25])[CH:13]=[CH:14][C:9]=1[N:7]1[CH:8]=[C:4]([CH2:3][C:1]2[S:34][CH:36]=[C:37]([CH3:38])[N:2]=2)[N:5]=[N:6]1, predict the reactants needed to synthesize it. The reactants are: [C:1]([CH2:3][C:4]1[N:5]=[N:6][N:7]([C:9]2[CH:14]=[CH:13][C:12]([N:15]3[CH2:19][CH:18]([CH2:20][NH:21][C:22](=[O:24])[CH3:23])[O:17][C:16]3=[O:25])=[CH:11][C:10]=2[F:26])[CH:8]=1)#[N:2].C(N(CC)CC)C.[SH2:34].Cl[CH2:36][C:37](=O)[CH3:38]. (5) Given the product [CH3:1][C:2]1[S:3][CH:4]=[C:5]([CH3:24])[C:6]=1[C:7]1[C:8]([C:15]2[CH:20]=[CH:19][C:18]([OH:21])=[CH:17][C:16]=2[F:23])=[N:9][N:10]([CH3:14])[C:11]=1[C:12]#[N:13], predict the reactants needed to synthesize it. The reactants are: [CH3:1][C:2]1[S:3][CH:4]=[C:5]([CH3:24])[C:6]=1[C:7]1[C:8]([C:15]2[CH:20]=[CH:19][C:18]([O:21]C)=[CH:17][C:16]=2[F:23])=[N:9][N:10]([CH3:14])[C:11]=1[C:12]#[N:13].B(F)(F)F. (6) Given the product [ClH:1].[Cl:1][C:2]1[CH:3]=[C:4]([C@@H:8]([NH:10][C:11]([N:13]2[CH2:18][CH2:17][N:16]([C:19]3[C:20]4[S:27][C:26]([C:28]5[CH2:29][CH2:30][NH:31][CH2:32][CH:33]=5)=[CH:25][C:21]=4[N:22]=[CH:23][N:24]=3)[CH2:15][C:14]2([CH3:41])[CH3:42])=[O:12])[CH3:9])[CH:5]=[CH:6][CH:7]=1, predict the reactants needed to synthesize it. The reactants are: [Cl:1][C:2]1[CH:3]=[C:4]([C@@H:8]([NH:10][C:11]([N:13]2[CH2:18][CH2:17][N:16]([C:19]3[C:20]4[S:27][C:26]([C:28]5[CH2:29][CH2:30][N:31](C(OC(C)(C)C)=O)[CH2:32][CH:33]=5)=[CH:25][C:21]=4[N:22]=[CH:23][N:24]=3)[CH2:15][C:14]2([CH3:42])[CH3:41])=[O:12])[CH3:9])[CH:5]=[CH:6][CH:7]=1.Cl. (7) Given the product [C:14]([O:13][CH:8]([C:3]1[CH:4]=[CH:5][CH:6]=[CH:7][C:2]=1[C:25]1[CH:30]=[CH:29][CH:28]=[CH:27][CH:26]=1)[C:9]([O:11][CH3:12])=[O:10])([CH3:17])([CH3:16])[CH3:15], predict the reactants needed to synthesize it. The reactants are: Br[C:2]1[CH:7]=[CH:6][CH:5]=[CH:4][C:3]=1[CH:8]([O:13][C:14]([CH3:17])([CH3:16])[CH3:15])[C:9]([O:11][CH3:12])=[O:10].C(=O)([O-])[O-].[Na+].[Na+].O.[C:25]1(B(O)O)[CH:30]=[CH:29][CH:28]=[CH:27][CH:26]=1. (8) The reactants are: [F:1][C:2]1[CH:7]=[CH:6][CH:5]=[CH:4][C:3]=1[CH:8]=[CH:9][C:10]([NH:12][C@H:13]([C:26]([OH:28])=[O:27])[CH2:14][CH2:15][CH2:16][CH2:17][NH:18]C(OC(C)(C)C)=O)=[O:11].[ClH:29].O1CCOCC1. Given the product [ClH:29].[F:1][C:2]1[CH:7]=[CH:6][CH:5]=[CH:4][C:3]=1[CH:8]=[CH:9][C:10]([NH:12][C@H:13]([C:26]([OH:28])=[O:27])[CH2:14][CH2:15][CH2:16][CH2:17][NH2:18])=[O:11], predict the reactants needed to synthesize it. (9) Given the product [Br:1][C:2]1[CH:3]=[N:4][C:5]([C:15]2([OH:14])[CH2:16][CH2:17][CH:18]([C:21]([O:23][CH2:24][CH3:25])=[O:22])[CH2:19][CH2:20]2)=[N:6][CH:7]=1, predict the reactants needed to synthesize it. The reactants are: [Br:1][C:2]1[CH:3]=[N:4][C:5](I)=[N:6][CH:7]=1.C([Li])CCC.[O:14]=[C:15]1[CH2:20][CH2:19][CH:18]([C:21]([O:23][CH2:24][CH3:25])=[O:22])[CH2:17][CH2:16]1.